Dataset: Catalyst prediction with 721,799 reactions and 888 catalyst types from USPTO. Task: Predict which catalyst facilitates the given reaction. (1) Reactant: [O:1]=[C:2]1[CH:6]=[C:5]([C@@H:7]2[CH2:12][CH2:11][N:10]([C:13]([O:15][CH3:16])=[O:14])[C@@H:9]([CH2:17][C:18]3[CH:23]=[CH:22][C:21]([C:24]([F:27])([F:26])[F:25])=[CH:20][CH:19]=3)[CH2:8]2)[O:4][NH:3]1.CCCCCCC.CCO. Product: [O:1]=[C:2]1[CH:6]=[C:5]([C@H:7]2[CH2:12][CH2:11][N:10]([C:13]([O:15][CH3:16])=[O:14])[C@H:9]([CH2:17][C:18]3[CH:19]=[CH:20][C:21]([C:24]([F:27])([F:25])[F:26])=[CH:22][CH:23]=3)[CH2:8]2)[O:4][NH:3]1.[O:1]=[C:2]1[CH:6]=[C:5]([C@@H:7]2[CH2:12][CH2:11][N:10]([C:13]([O:15][CH3:16])=[O:14])[C@@H:9]([CH2:17][C:18]3[CH:19]=[CH:20][C:21]([C:24]([F:27])([F:25])[F:26])=[CH:22][CH:23]=3)[CH2:8]2)[O:4][NH:3]1. The catalyst class is: 10. (2) Reactant: [NH2:1][C:2]1[CH:7]=[N:6][CH:5]=[CH:4][N:3]=1.[CH:8]1([C:11](Cl)=[O:12])[CH2:10][CH2:9]1. Product: [N:3]1[CH:4]=[CH:5][N:6]=[CH:7][C:2]=1[NH:1][C:11]([CH:8]1[CH2:10][CH2:9]1)=[O:12]. The catalyst class is: 529. (3) Reactant: [C:1]1(=[O:7])[O:6][CH2:5][CH2:4][CH2:3][CH2:2]1.[CH2:8](Br)[C:9]1[CH:14]=[CH:13][CH:12]=[CH:11][CH:10]=1.[OH-:16].[Na+]. Product: [OH:16][CH2:5][CH2:4][CH2:3][CH2:2][C:1]([O:6][CH2:8][C:9]1[CH:14]=[CH:13][CH:12]=[CH:11][CH:10]=1)=[O:7]. The catalyst class is: 689. (4) Reactant: S(=O)(=O)(O)O.O.[CH3:7][C:8]1[N:13]=[C:12]([NH:14][NH2:15])[CH:11]=[C:10]([S:16][CH3:17])[N:9]=1.[C:18](/[CH:20]=[C:21](/[C:23]([O:25][CH2:26][CH3:27])=[O:24])\[O-])#[N:19].[K+]. Product: [NH2:19][C:18]1[N:14]([C:12]2[CH:11]=[C:10]([S:16][CH3:17])[N:9]=[C:8]([CH3:7])[N:13]=2)[N:15]=[C:21]([C:23]([O-:25])=[O:24])[CH:20]=1.[NH2:19][C:18]1[N:14]([C:12]2[CH:11]=[C:10]([S:16][CH3:17])[N:9]=[C:8]([CH3:7])[N:13]=2)[N:15]=[C:21]([C:23]([O:25][CH2:26][CH3:27])=[O:24])[CH:20]=1. The catalyst class is: 2. (5) Reactant: [OH:1][C:2]1[CH:3]=[C:4]([NH:45][S:46]([C:49]2[CH:54]=[CH:53][C:52]([O:55]C)=[CH:51][CH:50]=2)(=[O:48])=[O:47])[CH:5]=[C:6]([C:8]2[C:16]3[C:15]([NH:17][C@H:18]([C:20]4[N:25]([C:26]5[CH:31]=[CH:30][CH:29]=[CH:28][CH:27]=5)[C:24](=[O:32])[C:23]5=[C:33]([CH3:36])[CH:34]=[CH:35][N:22]5[N:21]=4)[CH3:19])=[N:14][CH:13]=[N:12][C:11]=3[N:10](COCC[Si](C)(C)C)[CH:9]=2)[CH:7]=1.B(Br)(Br)Br.N. Product: [OH:55][C:52]1[CH:51]=[CH:50][C:49]([S:46]([NH:45][C:4]2[CH:5]=[C:6]([C:8]3[C:16]4[C:15]([NH:17][C@H:18]([C:20]5[N:25]([C:26]6[CH:31]=[CH:30][CH:29]=[CH:28][CH:27]=6)[C:24](=[O:32])[C:23]6=[C:33]([CH3:36])[CH:34]=[CH:35][N:22]6[N:21]=5)[CH3:19])=[N:14][CH:13]=[N:12][C:11]=4[NH:10][CH:9]=3)[CH:7]=[C:2]([OH:1])[CH:3]=2)(=[O:48])=[O:47])=[CH:54][CH:53]=1. The catalyst class is: 4. (6) Reactant: [N:1]12[CH2:8][CH2:7][CH:4]([CH2:5][CH2:6]1)[C@@H:3]([O:9][C:10]([C:12]1([C:19]3[CH:24]=[CH:23][CH:22]=[CH:21][CH:20]=3)[CH2:18][CH2:17][CH2:16][CH2:15][CH2:14][CH2:13]1)=[O:11])[CH2:2]2.[O:25]1[C:29]2[CH:30]=[CH:31][CH:32]=[CH:33][C:28]=2[C:27]([NH:34][C:35](=[O:38])[CH2:36][Cl:37])=[N:26]1. Product: [Cl-:37].[O:25]1[C:29]2[CH:30]=[CH:31][CH:32]=[CH:33][C:28]=2[C:27]([NH:34][C:35]([CH2:36][N+:1]23[CH2:8][CH2:7][CH:4]([CH2:5][CH2:6]2)[C@@H:3]([O:9][C:10]([C:12]2([C:19]4[CH:20]=[CH:21][CH:22]=[CH:23][CH:24]=4)[CH2:18][CH2:17][CH2:16][CH2:15][CH2:14][CH2:13]2)=[O:11])[CH2:2]3)=[O:38])=[N:26]1. The catalyst class is: 10.